Dataset: Reaction yield outcomes from USPTO patents with 853,638 reactions. Task: Predict the reaction yield, written as a fraction of the theoretical maximum amount of product (1.0 means a 100% yield; for example, 0.34 means a 34% yield). (1) The reactants are [F:1][C:2]1[CH:9]=[C:8]([O:10][CH2:11][C:12]2[CH:17]=[CH:16][C:15]([Cl:18])=[C:14]([C:19]([F:22])([F:21])[F:20])[CH:13]=2)[C:7]([F:23])=[CH:6][C:3]=1[C:4]#[N:5].C(=O)([O-])[O-:25].[K+].[K+].OO.O. The catalyst is CS(C)=O. The product is [F:1][C:2]1[CH:9]=[C:8]([O:10][CH2:11][C:12]2[CH:17]=[CH:16][C:15]([Cl:18])=[C:14]([C:19]([F:20])([F:22])[F:21])[CH:13]=2)[C:7]([F:23])=[CH:6][C:3]=1[C:4]([NH2:5])=[O:25]. The yield is 0.760. (2) The reactants are [OH:1][C:2]1[CH:7]=[C:6]([C:8]([F:11])([F:10])[F:9])[CH:5]=[CH:4][C:3]=1[C:12](=[O:14])[CH3:13].[CH3:15][C:16]([CH3:18])=O.N1CCCC1. The catalyst is CO. The product is [CH3:15][C:16]1([CH3:18])[CH2:13][C:12](=[O:14])[C:3]2[C:2](=[CH:7][C:6]([C:8]([F:9])([F:10])[F:11])=[CH:5][CH:4]=2)[O:1]1. The yield is 0.750.